This data is from Reaction yield outcomes from USPTO patents with 853,638 reactions. The task is: Predict the reaction yield, written as a fraction of the theoretical maximum amount of product (1.0 means a 100% yield; for example, 0.34 means a 34% yield). (1) The reactants are [N+:1]([C:4]1[CH:5]=[C:6]2[C:10](=[CH:11][CH:12]=1)[NH:9][C:8]([CH:13]([CH3:16])[CH2:14][OH:15])=[CH:7]2)([O-])=O.O.O.[Sn](Cl)(Cl)(Cl)Cl. The catalyst is C(O)C.C(OCC)(=O)C.O.C([O-])(O)=O.[Na+]. The product is [NH2:1][C:4]1[CH:5]=[C:6]2[C:10](=[CH:11][CH:12]=1)[NH:9][C:8]([CH:13]([CH3:16])[CH2:14][OH:15])=[CH:7]2. The yield is 0.820. (2) The reactants are [CH3:1][O:2][C:3]1[CH:10]=[CH:9][CH:8]=[CH:7][C:4]=1[CH:5]=[O:6].S([CH2:21][N+:22]#[C-:23])(C1C=CC(C)=CC=1)(=O)=O.C(=O)([O-])[O-].[K+].[K+]. The catalyst is CO. The product is [CH3:1][O:2][C:3]1[CH:10]=[CH:9][CH:8]=[CH:7][C:4]=1[C:5]1[O:6][CH:23]=[N:22][CH:21]=1. The yield is 0.700. (3) The reactants are [F:1][C:2]([F:17])([F:16])[C:3]([C:5]1[CH:10]=[CH:9][N:8]=[C:7]([CH2:11][C:12]([O:14][CH3:15])=[O:13])[CH:6]=1)=[CH2:4]. The catalyst is [Pd].CCOC(C)=O. The product is [F:17][C:2]([F:1])([F:16])[CH:3]([C:5]1[CH:10]=[CH:9][N:8]=[C:7]([CH2:11][C:12]([O:14][CH3:15])=[O:13])[CH:6]=1)[CH3:4]. The yield is 0.970.